This data is from Forward reaction prediction with 1.9M reactions from USPTO patents (1976-2016). The task is: Predict the product of the given reaction. (1) Given the reactants Cl.FC1C=C(C=CC=1)CN1C=C(C2C3C(=NC=C(C4C=CC(C5CCNCC5)=CC=4)C=3)N(S(C3C=CC(C)=CC=3)(=O)=O)C=2)C=N1.[F:46][C:47]1[CH:48]=[C:49]([CH:91]=[CH:92][CH:93]=1)[CH2:50][N:51]1[CH:55]=[C:54]([C:56]2[C:64]3[C:59](=[N:60][CH:61]=[C:62]([C:65]4[CH:70]=[CH:69][C:68]([N:71]5[CH2:76][CH2:75][N:74]([CH2:77][C@H:78]([OH:80])[CH3:79])[CH2:73][CH2:72]5)=[CH:67][CH:66]=4)[CH:63]=3)[N:58](S(C3C=CC(C)=CC=3)(=O)=O)[CH:57]=2)[CH:53]=[N:52]1.[OH-].[Li+], predict the reaction product. The product is: [F:46][C:47]1[CH:48]=[C:49]([CH:91]=[CH:92][CH:93]=1)[CH2:50][N:51]1[CH:55]=[C:54]([C:56]2[C:64]3[C:59](=[N:60][CH:61]=[C:62]([C:65]4[CH:66]=[CH:67][C:68]([N:71]5[CH2:72][CH2:73][N:74]([CH2:77][C@H:78]([OH:80])[CH3:79])[CH2:75][CH2:76]5)=[CH:69][CH:70]=4)[CH:63]=3)[NH:58][CH:57]=2)[CH:53]=[N:52]1. (2) The product is: [C:1]1([C:20]2[CH:21]=[CH:22][CH:23]=[CH:24][CH:25]=2)[CH:6]=[CH:5][CH:4]=[C:3]([C:7]2[CH:8]=[C:9]([NH2:17])[CH:10]=[C:11]3[C:15]=2[N:14]([CH3:16])[CH:13]=[CH:12]3)[CH:2]=1. Given the reactants [C:1]1([C:20]2[CH:25]=[CH:24][CH:23]=[CH:22][CH:21]=2)[CH:6]=[CH:5][CH:4]=[C:3]([C:7]2[CH:8]=[C:9]([N+:17]([O-])=O)[CH:10]=[C:11]3[C:15]=2[N:14]([CH3:16])[CH:13]=[CH:12]3)[CH:2]=1.[Cl-].[NH4+].C(O)C, predict the reaction product. (3) Given the reactants [F:1][C:2]1[CH:3]=[C:4]([CH2:9][C:10]([NH:12][C@H:13]([C:15]([OH:17])=O)[CH3:14])=[O:11])[CH:5]=[C:6]([F:8])[CH:7]=1.[NH2:18][CH:19]1[C:28]2[C:23](=[CH:24][CH:25]=[CH:26][CH:27]=2)[CH:22]([C:29]2C=NC=CC=2)[NH:21][C:20]1=[O:35], predict the reaction product. The product is: [F:8][C:6]1[CH:5]=[C:4]([CH2:9][C:10]([NH:12][C@H:13]([C:15]([NH:18][CH:19]2[C:28]3[C:23](=[CH:24][CH:25]=[CH:26][CH:27]=3)[CH:22]([CH3:29])[NH:21][C:20]2=[O:35])=[O:17])[CH3:14])=[O:11])[CH:3]=[C:2]([F:1])[CH:7]=1. (4) Given the reactants [C:1]([C:3]1[CH:4]=[C:5]([N:11]2[CH2:16][CH2:15][O:14][C:13]3[CH:17]=[CH:18][C:19]([O:21][C@H:22]4[CH2:26][CH2:25][N:24]([CH2:27][CH:28]5[CH2:33][CH2:32][N:31](C(OC(C)(C)C)=O)[CH2:30][CH2:29]5)[CH2:23]4)=[CH:20][C:12]2=3)[CH:6]=[N:7][C:8]=1[O:9][CH3:10])#[N:2].C(O)(C(F)(F)F)=O, predict the reaction product. The product is: [CH3:10][O:9][C:8]1[N:7]=[CH:6][C:5]([N:11]2[CH2:16][CH2:15][O:14][C:13]3[CH:17]=[CH:18][C:19]([O:21][C@H:22]4[CH2:26][CH2:25][N:24]([CH2:27][CH:28]5[CH2:29][CH2:30][NH:31][CH2:32][CH2:33]5)[CH2:23]4)=[CH:20][C:12]2=3)=[CH:4][C:3]=1[C:1]#[N:2]. (5) Given the reactants [F:1][C:2]1[CH:3]=[CH:4][C:5](/[CH:8]=[N:9]/[S:10]([C:12]([CH3:15])([CH3:14])[CH3:13])=[O:11])=[N:6][CH:7]=1.[CH3:16][Mg]Br, predict the reaction product. The product is: [F:1][C:2]1[CH:3]=[CH:4][C:5]([C@H:8]([NH:9][S:10]([C:12]([CH3:15])([CH3:14])[CH3:13])=[O:11])[CH3:16])=[N:6][CH:7]=1. (6) Given the reactants [NH2:1][C:2]1[CH:11]=[CH:10][C:9]([C:12]#[N:13])=[CH:8][C:3]=1[C:4]([O:6][CH3:7])=[O:5].Cl.[H][H].CCN(CC)CC.[CH3:24][C:25]([O:28][C:29](O[C:29]([O:28][C:25]([CH3:27])([CH3:26])[CH3:24])=[O:30])=[O:30])([CH3:27])[CH3:26], predict the reaction product. The product is: [NH2:1][C:2]1[CH:11]=[CH:10][C:9]([CH:12]([C:29]([O:28][C:25]([CH3:27])([CH3:26])[CH3:24])=[O:30])[NH2:13])=[CH:8][C:3]=1[C:4]([O:6][CH3:7])=[O:5]. (7) Given the reactants Cl[O-].[Na+].[Cl:4][C:5]1[C:14]([CH:15]=[CH2:16])=[C:13]([Cl:17])[CH:12]=[CH:11][C:6]=1[C:7]([O:9][CH3:10])=[O:8].[CH3:18][C:19]([CH3:24])([CH3:23])[CH:20]=[N:21][OH:22].Cl[O-], predict the reaction product. The product is: [Cl:4][C:5]1[C:14]([CH:15]2[O:22][N:21]=[C:20]([C:19]([CH3:24])([CH3:23])[CH3:18])[CH2:16]2)=[C:13]([Cl:17])[CH:12]=[CH:11][C:6]=1[C:7]([O:9][CH3:10])=[O:8].